This data is from Forward reaction prediction with 1.9M reactions from USPTO patents (1976-2016). The task is: Predict the product of the given reaction. (1) Given the reactants C([O:3][C:4]([C:6]1[C:14]2[C:9](=[CH:10][CH:11]=[C:12]([O:15][C:16]3[CH:21]=[CH:20][C:19]([C:22]([F:25])([F:24])[F:23])=[CH:18][N:17]=3)[CH:13]=2)[N:8]([C:26]2[CH:31]=[CH:30][C:29]([O:32][CH:33]([CH3:35])[CH3:34])=[CH:28][CH:27]=2)[C:7]=1[CH2:36][C:37]([OH:39])=[O:38])=[O:5])C.[OH-].[Na+], predict the reaction product. The product is: [C:37]([CH2:36][C:7]1[N:8]([C:26]2[CH:27]=[CH:28][C:29]([O:32][CH:33]([CH3:35])[CH3:34])=[CH:30][CH:31]=2)[C:9]2[C:14]([C:6]=1[C:4]([OH:5])=[O:3])=[CH:13][C:12]([O:15][C:16]1[CH:21]=[CH:20][C:19]([C:22]([F:25])([F:24])[F:23])=[CH:18][N:17]=1)=[CH:11][CH:10]=2)([OH:39])=[O:38]. (2) Given the reactants C(OC1C(=O)N=C(CC2(C3C=CC=CC=3)CCCC2)N2CCN(C3CC3)C(=O)C=12)C1C=CC=CC=1.[CH3:36][C:37]([CH3:73])([CH3:72])[CH2:38][N:39]([CH2:69][CH2:70]O)[C:40]([C:42]1[C:47]([O:48][CH2:49][C:50]2[CH:55]=[CH:54][CH:53]=[CH:52][CH:51]=2)=[C:46]([OH:56])[N:45]=[C:44]([CH2:57][C:58]2([C:63]3[CH:68]=[CH:67][CH:66]=[CH:65][CH:64]=3)[CH2:62][CH2:61][CH2:60][CH2:59]2)[N:43]=1)=[O:41], predict the reaction product. The product is: [CH2:49]([O:48][C:47]1[C:46](=[O:56])[N:45]=[C:44]([CH2:57][C:58]2([C:63]3[CH:68]=[CH:67][CH:66]=[CH:65][CH:64]=3)[CH2:62][CH2:61][CH2:60][CH2:59]2)[N:43]2[CH2:70][CH2:69][N:39]([CH2:38][C:37]([CH3:36])([CH3:73])[CH3:72])[C:40](=[O:41])[C:42]=12)[C:50]1[CH:51]=[CH:52][CH:53]=[CH:54][CH:55]=1. (3) The product is: [C:14]([O:18][C:19](=[O:28])[C:20]1[CH:21]=[CH:22][C:23]([CH2:26][NH:27][S:10]([C:5]2[CH:6]=[CH:7][CH:8]=[CH:9][C:4]=2[N+:1]([O-:3])=[O:2])(=[O:12])=[O:11])=[CH:24][CH:25]=1)([CH3:17])([CH3:15])[CH3:16]. Given the reactants [N+:1]([C:4]1[CH:9]=[CH:8][CH:7]=[CH:6][C:5]=1[S:10](Cl)(=[O:12])=[O:11])([O-:3])=[O:2].[C:14]([O:18][C:19](=[O:28])[C:20]1[CH:25]=[CH:24][C:23]([CH2:26][NH2:27])=[CH:22][CH:21]=1)([CH3:17])([CH3:16])[CH3:15].C(N(CC)CC)C, predict the reaction product.